This data is from Full USPTO retrosynthesis dataset with 1.9M reactions from patents (1976-2016). The task is: Predict the reactants needed to synthesize the given product. (1) Given the product [N+:16]([C:13]1[CH:14]=[CH:15][C:10]([O:8][CH2:3][CH2:4][CH2:5][CH2:6][CH3:7])=[C:11]([C:19]([F:22])([F:21])[F:20])[CH:12]=1)([O-:18])=[O:17], predict the reactants needed to synthesize it. The reactants are: [H-].[Na+].[CH2:3]([OH:8])[CH2:4][CH2:5][CH2:6][CH3:7].F[C:10]1[CH:15]=[CH:14][C:13]([N+:16]([O-:18])=[O:17])=[CH:12][C:11]=1[C:19]([F:22])([F:21])[F:20]. (2) Given the product [CH2:1]([O:3][C:4]([C:6]1[N:7]=[C:8]([C:18]#[N:19])[C:9]2[C:14]([C:15]=1[OH:16])=[CH:13][CH:12]=[C:11]([NH:27][C:25](=[O:26])[C:24]1[CH:28]=[CH:29][C:21]([F:20])=[CH:22][CH:23]=1)[CH:10]=2)=[O:5])[CH3:2], predict the reactants needed to synthesize it. The reactants are: [CH2:1]([O:3][C:4]([C:6]1[N:7]=[C:8]([C:18]#[N:19])[C:9]2[C:14]([C:15]=1[OH:16])=[CH:13][CH:12]=[C:11](Br)[CH:10]=2)=[O:5])[CH3:2].[F:20][C:21]1[CH:29]=[CH:28][C:24]([C:25]([NH2:27])=[O:26])=[CH:23][CH:22]=1. (3) Given the product [F:1][C:2]1[CH:3]=[CH:4][C:5]([CH2:6][C:7]2[N:11]([CH2:12][C:13]([OH:15])=[O:14])[N:10]=[C:9]([C:17]3[CH:22]=[CH:21][N:20]=[CH:19][CH:18]=3)[CH:8]=2)=[CH:23][CH:24]=1, predict the reactants needed to synthesize it. The reactants are: [F:1][C:2]1[CH:24]=[CH:23][C:5]([CH2:6][C:7]2[N:11]([CH2:12][C:13]([O:15]C)=[O:14])[N:10]=[C:9]([C:17]3[CH:22]=[CH:21][N:20]=[CH:19][CH:18]=3)[CH:8]=2)=[CH:4][CH:3]=1.C1COCC1.[Li+].[OH-]. (4) Given the product [C:31]([O:34][CH2:35][C:36]1[O:1][N:2]=[C:3]([C:4]2[CH:9]=[CH:8][C:7]([C:10]3[C:11]([O:17][CH2:18][C@H:19]4[CH2:21][C@@H:20]4[C:22]4[CH:27]=[CH:26][C:25]([O:28][CH3:29])=[CH:24][N:23]=4)=[N:12][C:13]([CH3:16])=[N:14][CH:15]=3)=[CH:6][CH:5]=2)[N:30]=1)(=[O:33])[CH3:32], predict the reactants needed to synthesize it. The reactants are: [OH:1][N:2]=[C:3]([NH2:30])[C:4]1[CH:9]=[CH:8][C:7]([C:10]2[C:11]([O:17][CH2:18][C@H:19]3[CH2:21][C@@H:20]3[C:22]3[CH:27]=[CH:26][C:25]([O:28][CH3:29])=[CH:24][N:23]=3)=[N:12][C:13]([CH3:16])=[N:14][CH:15]=2)=[CH:6][CH:5]=1.[C:31]([O:34][CH2:35][C:36](Cl)=O)(=[O:33])[CH3:32]. (5) Given the product [O:1]1[CH:5]=[CH:4][CH:3]=[C:2]1[C:6]1[O:7][C:8]([CH3:36])=[C:9]([CH2:11][O:12][C:13]2[CH:33]=[CH:32][C:16]([CH2:17][O:18][C:19]3[CH:23]=[C:22]([CH2:24][N:50]4[CH:54]=[N:53][CH:52]=[N:51]4)[N:21]([C:26]4[CH:27]=[CH:28][CH:29]=[CH:30][CH:31]=4)[N:20]=3)=[CH:15][C:14]=2[O:34][CH3:35])[N:10]=1, predict the reactants needed to synthesize it. The reactants are: [O:1]1[CH:5]=[CH:4][CH:3]=[C:2]1[C:6]1[O:7][C:8]([CH3:36])=[C:9]([CH2:11][O:12][C:13]2[CH:33]=[CH:32][C:16]([CH2:17][O:18][C:19]3[CH:23]=[C:22]([CH2:24]O)[N:21]([C:26]4[CH:31]=[CH:30][CH:29]=[CH:28][CH:27]=4)[N:20]=3)=[CH:15][C:14]=2[O:34][CH3:35])[N:10]=1.C(P(CCCC)CCCC)CCC.[NH:50]1[CH:54]=[N:53][CH:52]=[N:51]1.N(C(N1CCCCC1)=O)=NC(N1CCCCC1)=O. (6) Given the product [NH2:18][C:11]1[CH:10]=[C:9]([C:6]2[CH:7]=[CH:8][C:3]([O:2][CH3:1])=[CH:4][CH:5]=2)[CH:14]=[CH:13][C:12]=1[C:15]([OH:17])=[O:16], predict the reactants needed to synthesize it. The reactants are: [CH3:1][O:2][C:3]1[CH:8]=[CH:7][C:6]([C:9]2[CH:14]=[CH:13][C:12]([C:15]([OH:17])=[O:16])=[C:11]([N+:18]([O-])=O)[CH:10]=2)=[CH:5][CH:4]=1. (7) The reactants are: [Br:1]N1C(=O)CCC1=O.[NH2:9][C:10]1[S:11][CH:12]=[C:13]([CH3:20])[C:14]=1[C:15]([O:17][CH2:18][CH3:19])=[O:16]. Given the product [NH2:9][C:10]1[S:11][C:12]([Br:1])=[C:13]([CH3:20])[C:14]=1[C:15]([O:17][CH2:18][CH3:19])=[O:16], predict the reactants needed to synthesize it. (8) Given the product [Cl:1][C:2]1[C:15]([Cl:16])=[CH:14][C:5]([O:6][C:7]2[CH:12]=[C:11]([O:20][CH2:19][CH2:18][OH:21])[CH:10]=[CH:9][N:8]=2)=[C:4]([I:17])[CH:3]=1, predict the reactants needed to synthesize it. The reactants are: [Cl:1][C:2]1[C:15]([Cl:16])=[CH:14][C:5]([O:6][C:7]2[CH:12]=[C:11](Cl)[CH:10]=[CH:9][N:8]=2)=[C:4]([I:17])[CH:3]=1.[CH2:18]([OH:21])[CH2:19][OH:20].C([O-])([O-])=O.[K+].[K+].O. (9) Given the product [C:19]([NH:27][C:28]([NH:1][C:2]1[S:3][C:4]2[C:10]([C:11]3[CH:16]=[CH:15][CH:14]=[CH:13][CH:12]=3)=[CH:9][CH:8]=[C:7]([O:17][CH3:18])[C:5]=2[N:6]=1)=[S:29])(=[O:26])[C:20]1[CH:25]=[CH:24][CH:23]=[CH:22][CH:21]=1, predict the reactants needed to synthesize it. The reactants are: [NH2:1][C:2]1[S:3][C:4]2[C:10]([C:11]3[CH:16]=[CH:15][CH:14]=[CH:13][CH:12]=3)=[CH:9][CH:8]=[C:7]([O:17][CH3:18])[C:5]=2[N:6]=1.[C:19]([N:27]=[C:28]=[S:29])(=[O:26])[C:20]1[CH:25]=[CH:24][CH:23]=[CH:22][CH:21]=1.